This data is from Full USPTO retrosynthesis dataset with 1.9M reactions from patents (1976-2016). The task is: Predict the reactants needed to synthesize the given product. (1) Given the product [F:32][C:33]([F:42])([F:43])[C:34]1[CH:35]=[C:36]([CH:39]=[CH:40][CH:41]=1)[CH2:37][N:13]1[CH2:14][CH2:15][C:10]2([CH2:9][CH2:8]2)[CH2:11][CH:12]1[C:16]([NH:18][C:19]1([C:22]2[CH:31]=[CH:30][C:25]([C:26]([O:28][CH3:29])=[O:27])=[CH:24][CH:23]=2)[CH2:20][CH2:21]1)=[O:17], predict the reactants needed to synthesize it. The reactants are: FC(F)(F)C(O)=O.[CH2:8]1[C:10]2([CH2:15][CH2:14][NH:13][CH:12]([C:16]([NH:18][C:19]3([C:22]4[CH:31]=[CH:30][C:25]([C:26]([O:28][CH3:29])=[O:27])=[CH:24][CH:23]=4)[CH2:21][CH2:20]3)=[O:17])[CH2:11]2)[CH2:9]1.[F:32][C:33]([F:43])([F:42])[C:34]1[CH:35]=[C:36]([CH:39]=[CH:40][CH:41]=1)[CH2:37]Br.C([O-])([O-])=O.[Cs+].[Cs+]. (2) The reactants are: C1C2C(OC([NH:17][C:18]3([C:48]([OH:50])=[O:49])[CH2:23][CH2:22][C:21]([OH:47])([C:24]4[S:25][C:26]([C:29]5[CH:34]=[C:33]([NH:35][C:36]6[N:41]=[C:40]([C:42]([F:45])([F:44])[F:43])[CH:39]=[CH:38][N:37]=6)[CH:32]=[C:31]([CH3:46])[CH:30]=5)=[CH:27][N:28]=4)[CH2:20][CH2:19]3)=O)C3C(=CC=CC=3)C=2C=CC=1.N1CCCCC1.C(O)(C(F)(F)F)=O. Given the product [NH2:17][C:18]1([C:48]([OH:50])=[O:49])[CH2:23][CH2:22][C:21]([OH:47])([C:24]2[S:25][C:26]([C:29]3[CH:34]=[C:33]([NH:35][C:36]4[N:41]=[C:40]([C:42]([F:45])([F:44])[F:43])[CH:39]=[CH:38][N:37]=4)[CH:32]=[C:31]([CH3:46])[CH:30]=3)=[CH:27][N:28]=2)[CH2:20][CH2:19]1, predict the reactants needed to synthesize it. (3) Given the product [C:1]([NH:9][CH:10]1[CH2:15][CH2:14][N:13]([NH:16][C:17]([C:19]2[CH:38]=[CH:37][C:22]3[N:23]([CH3:36])[C:24]([CH2:26][CH2:27][C:28]4[CH:33]=[CH:32][C:31]([CH2:34][NH2:35])=[CH:30][CH:29]=4)=[N:25][C:21]=3[CH:20]=2)=[O:18])[CH2:12][CH2:11]1)(=[O:8])[C:2]1[CH:3]=[CH:4][CH:5]=[CH:6][CH:7]=1, predict the reactants needed to synthesize it. The reactants are: [C:1]([NH:9][CH:10]1[CH2:15][CH2:14][N:13]([NH:16][C:17]([C:19]2[CH:38]=[CH:37][C:22]3[N:23]([CH3:36])[C:24]([CH2:26][CH2:27][C:28]4[CH:33]=[CH:32][C:31]([C:34]#[N:35])=[CH:30][CH:29]=4)=[N:25][C:21]=3[CH:20]=2)=[O:18])[CH2:12][CH2:11]1)(=[O:8])[C:2]1[CH:7]=[CH:6][CH:5]=[CH:4][CH:3]=1. (4) Given the product [CH3:1][O:2][C:3]1[CH:4]=[C:5]2[C:10](=[CH:11][C:12]=1[O:13][CH3:14])[N:9]=[CH:8][CH:7]=[C:6]2[O:15][C:16]1[CH:22]=[CH:21][C:19]([NH:20][C:29](=[O:35])[O:30][CH2:31][N:39]2[C:47](=[O:48])[C:46]3[C:41](=[CH:42][CH:43]=[CH:44][CH:45]=3)[C:40]2=[O:49])=[C:18]([CH3:23])[C:17]=1[CH3:24], predict the reactants needed to synthesize it. The reactants are: [CH3:1][O:2][C:3]1[CH:4]=[C:5]2[C:10](=[CH:11][C:12]=1[O:13][CH3:14])[N:9]=[CH:8][CH:7]=[C:6]2[O:15][C:16]1[CH:22]=[CH:21][C:19]([NH2:20])=[C:18]([CH3:23])[C:17]=1[CH3:24].ClC(Cl)(O[C:29](=[O:35])[O:30][C:31](Cl)(Cl)Cl)Cl.OC[N:39]1[C:47](=[O:48])[C:46]2[C:41](=[CH:42][CH:43]=[CH:44][CH:45]=2)[C:40]1=[O:49].C(=O)(O)[O-].[Na+]. (5) Given the product [CH:8]1([NH:13][C:6]([NH:5][S:2]([CH3:1])(=[O:4])=[O:3])=[S:7])[CH2:12][CH2:11][CH2:10][CH2:9]1, predict the reactants needed to synthesize it. The reactants are: [CH3:1][S:2]([N:5]=[C:6]=[S:7])(=[O:4])=[O:3].[CH:8]1([NH2:13])[CH2:12][CH2:11][CH2:10][CH2:9]1. (6) Given the product [NH:1]1[C:5]2[CH:6]=[CH:7][C:8]([N:10]3[CH:22]([C:21]4[CH:24]=[CH:25][C:18]([CH:15]5[CH2:16][CH2:17][C:12](=[O:11])[CH2:13][CH2:14]5)=[CH:19][CH:20]=4)[C:28](=[O:29])[CH2:27][C:26]3=[O:31])=[CH:9][C:4]=2[N:3]=[CH:2]1, predict the reactants needed to synthesize it. The reactants are: [NH:1]1[C:5]2[CH:6]=[CH:7][C:8]([NH2:10])=[CH:9][C:4]=2[N:3]=[CH:2]1.[O:11]=[C:12]1[CH2:17][CH2:16][CH:15]([C:18]2[CH:25]=[CH:24][C:21]([CH:22]=O)=[CH:20][CH:19]=2)[CH2:14][CH2:13]1.[C:26](OC(C)(C)C)(=[O:31])[CH2:27][C:28]([O-])=[O:29].C(=O)(OC)OC(C)(C)C[N+]#[C-].CC(C)([O-])C.[Na+].